Task: Predict the reactants needed to synthesize the given product.. Dataset: Full USPTO retrosynthesis dataset with 1.9M reactions from patents (1976-2016) (1) Given the product [F:1][C:2]1[CH:3]=[C:4]([C:10]2([F:30])[CH2:15][CH2:14][N:13]([C:16]([O:18][C:19]([CH3:22])([CH3:21])[CH3:20])=[O:17])[CH2:12][CH2:11]2)[CH:5]=[C:6]([F:9])[C:7]=1[OH:8], predict the reactants needed to synthesize it. The reactants are: [F:1][C:2]1[CH:3]=[C:4]([C:10]2(O)[CH2:15][CH2:14][N:13]([C:16]([O:18][C:19]([CH3:22])([CH3:21])[CH3:20])=[O:17])[CH2:12][CH2:11]2)[CH:5]=[C:6]([F:9])[C:7]=1[OH:8].CCN(S(F)(F)[F:30])CC.[NH4+].[Cl-]. (2) Given the product [CH3:1][O:2][C:3]([C:5]1([CH2:17][C:18]#[C:19][CH3:21])[CH2:9][CH2:8][N:7]([C:10]([O:12][C:13]([CH3:14])([CH3:15])[CH3:16])=[O:11])[CH2:6]1)=[O:4], predict the reactants needed to synthesize it. The reactants are: [CH3:1][O:2][C:3]([C:5]1([CH2:17][C:18]#[CH:19])[CH2:9][CH2:8][N:7]([C:10]([O:12][C:13]([CH3:16])([CH3:15])[CH3:14])=[O:11])[CH2:6]1)=[O:4].Br[CH2:21]C#CC. (3) Given the product [Cl:1][C:2]1[N:7]=[C:6]([O:8][C:9]2[CH:10]=[CH:11][C:12]([NH:15][C:16]([NH:28][C:25]3[CH:26]=[CH:27][C:22]([CH2:21][N:19]([CH3:18])[CH3:20])=[C:23]([C:29]([F:30])([F:31])[F:32])[CH:24]=3)=[O:17])=[CH:13][CH:14]=2)[CH:5]=[CH:4][N:3]=1, predict the reactants needed to synthesize it. The reactants are: [Cl:1][C:2]1[N:7]=[C:6]([O:8][C:9]2[CH:14]=[CH:13][C:12]([N:15]=[C:16]=[O:17])=[CH:11][CH:10]=2)[CH:5]=[CH:4][N:3]=1.[CH3:18][N:19]([CH2:21][C:22]1[CH:27]=[CH:26][C:25]([NH2:28])=[CH:24][C:23]=1[C:29]([F:32])([F:31])[F:30])[CH3:20]. (4) Given the product [Cl:1][C:2]1[S:6][C:5]([C:7]([OH:9])=[O:8])=[CH:4][C:3]=1[C:11]1[N:15]([CH2:16][CH3:17])[N:14]=[CH:13][C:12]=1[Cl:18], predict the reactants needed to synthesize it. The reactants are: [Cl:1][C:2]1[S:6][C:5]([C:7]([O:9]C)=[O:8])=[CH:4][C:3]=1[C:11]1[N:15]([CH2:16][CH3:17])[N:14]=[CH:13][C:12]=1[Cl:18].[OH-].[K+]. (5) Given the product [CH3:46][C:34]1[N:33]([CH2:32][C:29]2[CH:30]=[CH:31][C:26]([C:21]3[C:20]([C:18]([OH:19])=[O:17])=[CH:25][CH:24]=[CH:23][CH:22]=3)=[CH:27][CH:28]=2)[C:41]2[C:36]([C:35]=1[CH3:45])=[CH:37][C:38]([C:42](=[O:43])[NH:12][C@@H:2]([C:3]1[CH:4]=[CH:5][C:6]([N+:9]([O-:11])=[O:10])=[CH:7][CH:8]=1)[CH3:1])=[CH:39][CH:40]=2, predict the reactants needed to synthesize it. The reactants are: [CH3:1][C@@H:2]([NH2:12])[C:3]1[CH:8]=[CH:7][C:6]([N+:9]([O-:11])=[O:10])=[CH:5][CH:4]=1.C([O:17][C:18]([C:20]1[CH:25]=[CH:24][CH:23]=[CH:22][C:21]=1[C:26]1[CH:31]=[CH:30][C:29]([CH2:32][N:33]2[C:41]3[C:36](=[CH:37][C:38]([C:42](O)=[O:43])=[CH:39][CH:40]=3)[C:35]([CH3:45])=[C:34]2[CH3:46])=[CH:28][CH:27]=1)=[O:19])(C)(C)C. (6) The reactants are: Cl.[C:2](N)(=[NH:5])[CH2:3][CH3:4].[CH3:7][O:8][C:9]1[CH:18]=[CH:17][C:12]([C:13]([NH:15][NH2:16])=[O:14])=[CH:11][CH:10]=1. Given the product [NH:5]=[C:2]([N:15]([C:13](=[O:14])[C:12]1[CH:11]=[CH:10][C:9]([O:8][CH3:7])=[CH:18][CH:17]=1)[NH2:16])[CH2:3][CH3:4], predict the reactants needed to synthesize it. (7) Given the product [Cl:11][C:12]1[CH:13]=[C:14]([S:19]([NH:1][C:2]2[CH:3]=[C:4]3[C:8](=[CH:9][CH:10]=2)[NH:7][N:6]=[CH:5]3)(=[O:20])=[O:21])[CH:15]=[CH:16][C:17]=1[Cl:18], predict the reactants needed to synthesize it. The reactants are: [NH2:1][C:2]1[CH:3]=[C:4]2[C:8](=[CH:9][CH:10]=1)[NH:7][N:6]=[CH:5]2.[Cl:11][C:12]1[CH:13]=[C:14]([S:19](Cl)(=[O:21])=[O:20])[CH:15]=[CH:16][C:17]=1[Cl:18].